Predict the reactants needed to synthesize the given product. From a dataset of Full USPTO retrosynthesis dataset with 1.9M reactions from patents (1976-2016). (1) Given the product [CH3:28][C:24]1[CH:23]=[C:22]([C:19]2[CH:18]=[CH:17][C:16]([C:7]3[N:6]([C:29]4[CH:34]=[C:33]([C:35]([F:38])([F:37])[F:36])[CH:32]=[CH:31][C:30]=4[O:39][CH3:40])[CH:5]([CH2:4][C:3]([OH:41])=[O:2])[C:14]4[C:9](=[C:10]([F:15])[CH:11]=[CH:12][CH:13]=4)[N:8]=3)=[CH:21][CH:20]=2)[CH:27]=[CH:26][CH:25]=1, predict the reactants needed to synthesize it. The reactants are: C[O:2][C:3](=[O:41])[CH2:4][CH:5]1[C:14]2[C:9](=[C:10]([F:15])[CH:11]=[CH:12][CH:13]=2)[N:8]=[C:7]([C:16]2[CH:21]=[CH:20][C:19]([C:22]3[CH:27]=[CH:26][CH:25]=[C:24]([CH3:28])[CH:23]=3)=[CH:18][CH:17]=2)[N:6]1[C:29]1[CH:34]=[C:33]([C:35]([F:38])([F:37])[F:36])[CH:32]=[CH:31][C:30]=1[O:39][CH3:40].[OH-].[Na+]. (2) Given the product [NH2:7][C@@H:10]([C@@H:26]([CH2:32][CH3:33])[CH2:27][C:28]([F:29])([F:30])[F:31])[CH2:11][OH:12], predict the reactants needed to synthesize it. The reactants are: [H-].[H-].[H-].[H-].[Li+].[Al+3].[N:7]([C@@H:10]([C@@H:26]([CH2:32][CH3:33])[CH2:27][C:28]([F:31])([F:30])[F:29])[C:11](N1[C@H](CC2C=CC=CC=2)COC1=O)=[O:12])=[N+]=[N-]. (3) The reactants are: [CH2:1]([C:4]([CH:11]([C:16](=[O:37])[NH:17][CH:18]1[C:24](=[O:25])[N:23]([CH3:26])[C:22]2[CH:27]=[CH:28][CH:29]=[CH:30][C:21]=2[C:20]([C:31]2[CH:36]=[CH:35][CH:34]=[CH:33][CH:32]=2)=[N:19]1)[CH2:12][CH:13]([CH3:15])[CH3:14])([CH2:8][CH:9]=[CH2:10])[C:5](O)=[O:6])[CH:2]=[CH2:3].C[N:39](C(ON1N=NC2C=CC=NC1=2)=[N+](C)C)C.F[P-](F)(F)(F)(F)F.CCN(C(C)C)C(C)C. Given the product [CH2:1]([C:4]([CH2:8][CH:9]=[CH2:10])([CH:11]([CH2:12][CH:13]([CH3:15])[CH3:14])[C:16]([NH:17][CH:18]1[C:24](=[O:25])[N:23]([CH3:26])[C:22]2[CH:27]=[CH:28][CH:29]=[CH:30][C:21]=2[C:20]([C:31]2[CH:32]=[CH:33][CH:34]=[CH:35][CH:36]=2)=[N:19]1)=[O:37])[C:5]([NH2:39])=[O:6])[CH:2]=[CH2:3], predict the reactants needed to synthesize it. (4) Given the product [N:27]1[CH:28]=[CH:29][C:24]([C:21]2[C:22]([C:38]3[CH:46]=[CH:45][C:44]([C:47]([F:50])([F:49])[F:48])=[C:43]4[C:39]=3[CH:40]=[N:41][NH:42]4)=[C:18]3[N:17]=[CH:16][CH:15]=[C:14]([CH:9]4[CH2:8][CH:7]5[N:6]([C:4]([O:3][CH2:1][CH3:2])=[O:5])[CH:11]([CH2:12][CH2:13]5)[CH2:10]4)[N:19]3[N:20]=2)=[CH:25][CH:26]=1, predict the reactants needed to synthesize it. The reactants are: [CH2:1]([O:3][C:4]([N:6]1[CH:11]2[CH2:12][CH2:13][CH:7]1[CH2:8][CH:9]([C:14]1[N:19]3[N:20]=[C:21]([C:24]4[CH:29]=[CH:28][N:27]=[CH:26][CH:25]=4)[C:22](I)=[C:18]3[N:17]=[CH:16][CH:15]=1)[CH2:10]2)=[O:5])[CH3:2].CC1(C)C(C)(C)OB([C:38]2[CH:46]=[CH:45][C:44]([C:47]([F:50])([F:49])[F:48])=[C:43]3[C:39]=2[CH:40]=[N:41][NH:42]3)O1. (5) Given the product [CH3:20][O:21][C:22]1[CH:27]=[CH:26][C:25]([CH:28]=[C:29]2[C:12]3[NH:13][C:14]4[CH:15]=[CH:16][CH:17]=[CH:18][C:19]=4[C:11]=3[C:3]3[C:2](=[O:1])[CH2:7][C:6]([CH3:9])([CH3:8])[CH2:5][C:4]=3[O:10]2)=[CH:24][CH:23]=1, predict the reactants needed to synthesize it. The reactants are: [OH:1][C:2]1[CH2:7][C:6]([CH3:9])([CH3:8])[CH2:5][C:4](=[O:10])[C:3]=1[C:11]1[C:19]2[C:14](=[CH:15][CH:16]=[CH:17][CH:18]=2)[NH:13][CH:12]=1.[CH3:20][O:21][C:22]1[CH:27]=[CH:26][C:25]([CH2:28][C:29](O[C:29](=O)[CH2:28][C:25]2[CH:26]=[CH:27][C:22]([O:21][CH3:20])=[CH:23][CH:24]=2)=O)=[CH:24][CH:23]=1.